Dataset: Peptide-MHC class II binding affinity with 134,281 pairs from IEDB. Task: Regression. Given a peptide amino acid sequence and an MHC pseudo amino acid sequence, predict their binding affinity value. This is MHC class II binding data. (1) The peptide sequence is EKKYFIATQFEPLAA. The MHC is HLA-DQA10101-DQB10501 with pseudo-sequence HLA-DQA10101-DQB10501. The binding affinity (normalized) is 0.621. (2) The peptide sequence is AVILDGDNLFPKV. The MHC is DRB3_0101 with pseudo-sequence DRB3_0101. The binding affinity (normalized) is 0.603. (3) The peptide sequence is NTARLMAGAGPAPML. The MHC is DRB1_0901 with pseudo-sequence DRB1_0901. The binding affinity (normalized) is 0.604. (4) The peptide sequence is MYFHRRDLRLASNAI. The MHC is DRB1_1302 with pseudo-sequence DRB1_1302. The binding affinity (normalized) is 0.853. (5) The peptide sequence is YAFNGTKLDAVYLNKN. The MHC is DRB1_0301 with pseudo-sequence DRB1_0301. The binding affinity (normalized) is 0.00651. (6) The peptide sequence is NNFTVSFWLRVPKVSASHLE. The MHC is DRB1_0101 with pseudo-sequence DRB1_0101. The binding affinity (normalized) is 0.0759. (7) The peptide sequence is AEHQAIIRDVLTASD. The MHC is HLA-DQA10501-DQB10201 with pseudo-sequence HLA-DQA10501-DQB10201. The binding affinity (normalized) is 0.236.